From a dataset of Catalyst prediction with 721,799 reactions and 888 catalyst types from USPTO. Predict which catalyst facilitates the given reaction. (1) Reactant: [NH:1]1[CH:5]=[C:4]([CH2:6][CH2:7][OH:8])[CH:3]=[N:2]1.[OH-].[K+].[CH3:11]I.O. The catalyst class is: 8. Product: [CH3:11][N:1]1[CH:5]=[C:4]([CH2:6][CH2:7][OH:8])[CH:3]=[N:2]1. (2) Product: [CH2:7]([CH2:9][C:15](=[O:16])[CH2:17][CH2:19][C:20]1[CH:25]=[CH:24][C:23]([CH:26]([CH3:31])[C:27]([OH:29])=[O:28])=[C:22]([F:32])[CH:21]=1)[CH3:8]. The catalyst class is: 21. Reactant: C(=O)([O-])[O-].[K+].[K+].[CH2:7]([CH:9]([C:15]([CH3:17])=[O:16])C(OCC)=O)[CH3:8].Br[CH2:19][C:20]1[CH:25]=[CH:24][C:23]([CH:26]([CH3:31])[C:27]([O:29]C)=[O:28])=[C:22]([F:32])[CH:21]=1. (3) Reactant: Br[C:2]1[CH:7]=[CH:6][C:5]([C:8]2[N:9]([C:34]3[CH:39]=[CH:38][C:37]([Cl:40])=[CH:36][CH:35]=3)[C:10](=[O:33])[C:11]3[CH:16]=[N:15][N:14]([C:17]4[CH:22]=[CH:21][CH:20]=[C:19]([S:23]([N:26]5[C:30]([CH3:31])=[CH:29][CH:28]=[C:27]5[CH3:32])(=[O:25])=[O:24])[CH:18]=4)[C:12]=3[N:13]=2)=[CH:4][CH:3]=1.[B:41]1([B:41]2[O:45][C:44]([CH3:47])([CH3:46])[C:43]([CH3:49])([CH3:48])[O:42]2)[O:45][C:44]([CH3:47])([CH3:46])[C:43]([CH3:49])([CH3:48])[O:42]1.C([O-])(=O)C.[K+]. Product: [Cl:40][C:37]1[CH:36]=[CH:35][C:34]([N:9]2[C:10](=[O:33])[C:11]3[CH:16]=[N:15][N:14]([C:17]4[CH:22]=[CH:21][CH:20]=[C:19]([S:23]([N:26]5[C:30]([CH3:31])=[CH:29][CH:28]=[C:27]5[CH3:32])(=[O:25])=[O:24])[CH:18]=4)[C:12]=3[N:13]=[C:8]2[C:5]2[CH:4]=[CH:3][C:2]([B:41]3[O:45][C:44]([CH3:47])([CH3:46])[C:43]([CH3:49])([CH3:48])[O:42]3)=[CH:7][CH:6]=2)=[CH:39][CH:38]=1. The catalyst class is: 423.